From a dataset of Forward reaction prediction with 1.9M reactions from USPTO patents (1976-2016). Predict the product of the given reaction. (1) The product is: [Cl:1][C:2]1[CH:3]=[CH:4][C:5]([CH2:6][C:7]2[C:15]3[C:14](=[O:16])[NH:13][C:12](=[O:17])[N:11]([CH2:36][O:37][CH2:38][CH2:39][Si:42]([CH3:45])([CH3:44])[CH3:43])[C:10]=3[O:9][C:8]=2[C:18]2[CH:23]=[CH:22][CH:21]=[C:20]([Cl:24])[CH:19]=2)=[CH:25][CH:26]=1. Given the reactants [Cl:1][C:2]1[CH:26]=[CH:25][C:5]([CH2:6][C:7]2[C:15]3[C:14](=[O:16])[NH:13][C:12](=[O:17])[NH:11][C:10]=3[O:9][C:8]=2[C:18]2[CH:23]=[CH:22][CH:21]=[C:20]([Cl:24])[CH:19]=2)=[CH:4][CH:3]=1.C([O-])([O-])=O.[K+].[K+].ClCC([Si](C)(C)C)[CH2:36][O:37][CH2:38][CH:39]([Si:42]([CH3:45])([CH3:44])[CH3:43])CCl, predict the reaction product. (2) Given the reactants [Br:1][C:2]1[CH:7]=[C:6]([F:8])[CH:5]=[CH:4][C:3]=1[C:9]1([CH2:22][O:23][CH2:24][C:25]2[CH:26]=[C:27]([C:35]3[CH:40]=[CH:39][C:38]([C:41]#[N:42])=[CH:37][CH:36]=3)[CH:28]=[C:29]([C:31]([F:34])([F:33])[F:32])[CH:30]=2)[CH2:14][CH2:13][N:12](C(OC(C)(C)C)=O)[CH2:11][CH2:10]1, predict the reaction product. The product is: [Br:1][C:2]1[CH:7]=[C:6]([F:8])[CH:5]=[CH:4][C:3]=1[C:9]1([CH2:22][O:23][CH2:24][C:25]2[CH:26]=[C:27]([C:35]3[CH:40]=[CH:39][C:38]([C:41]#[N:42])=[CH:37][CH:36]=3)[CH:28]=[C:29]([C:31]([F:34])([F:32])[F:33])[CH:30]=2)[CH2:14][CH2:13][NH:12][CH2:11][CH2:10]1. (3) Given the reactants [N+:1]([C:4]1[CH:9]=[CH:8][C:7]([S:10]([O-:12])=[O:11])=[CH:6][CH:5]=1)([O-:3])=[O:2].[Na+].Br[C:15]1[CH:23]=[C:22]([CH3:24])[C:21]2[N:20]([CH3:25])[C:19]3[CH2:26][CH:27]4[NH:31][CH:30]([C:18]=3[C:17]=2[C:16]=1[C:32]([O:34][C:35]([CH3:38])([CH3:37])[CH3:36])=[O:33])[CH2:29][CH2:28]4, predict the reaction product. The product is: [N+:1]([C:4]1[CH:5]=[CH:6][C:7]([S:10]([C:15]2[CH:23]=[C:22]([CH3:24])[C:21]3[N:20]([CH3:25])[C:19]4[CH2:26][CH:27]5[NH:31][CH:30]([C:18]=4[C:17]=3[C:16]=2[C:32]([O:34][C:35]([CH3:38])([CH3:37])[CH3:36])=[O:33])[CH2:29][CH2:28]5)(=[O:12])=[O:11])=[CH:8][CH:9]=1)([O-:3])=[O:2].